Dataset: Forward reaction prediction with 1.9M reactions from USPTO patents (1976-2016). Task: Predict the product of the given reaction. Given the reactants [CH3:1][CH:2]1[CH2:7][CH2:6][N:5]([C:8]([C:10]2[CH:18]=[CH:17][C:16]3[N:15]([S:19]([CH3:22])(=[O:21])=[O:20])[C:14]4[CH2:23][CH2:24][N:25](C(OC(C)(C)C)=O)[CH2:26][C:13]=4[C:12]=3[CH:11]=2)=[O:9])[CH2:4][CH2:3]1.[ClH:34], predict the reaction product. The product is: [CH3:1][CH:2]1[CH2:3][CH2:4][N:5]([C:8]([C:10]2[CH:18]=[CH:17][C:16]3[N:15]([S:19]([CH3:22])(=[O:20])=[O:21])[C:14]4[CH2:23][CH2:24][NH:25][CH2:26][C:13]=4[C:12]=3[CH:11]=2)=[O:9])[CH2:6][CH2:7]1.[ClH:34].